Dataset: Forward reaction prediction with 1.9M reactions from USPTO patents (1976-2016). Task: Predict the product of the given reaction. Given the reactants Cl.[N:2]1[CH:7]=[C:6]([CH2:8][C:9]([OH:11])=O)[CH:5]=[N:4][CH:3]=1.[NH2:12][C@@H:13]([CH2:31][O:32][CH2:33][C:34]1[CH:39]=[CH:38][CH:37]=[CH:36][CH:35]=1)[C:14]([NH:16][C:17]1[CH:22]=[CH:21][C:20]([O:23][C:24]2[CH:29]=[CH:28][C:27]([F:30])=[CH:26][CH:25]=2)=[CH:19][CH:18]=1)=[O:15], predict the reaction product. The product is: [CH2:33]([O:32][CH2:31][C@H:13]([NH:12][C:9](=[O:11])[CH2:8][C:6]1[CH:5]=[N:4][CH:3]=[N:2][CH:7]=1)[C:14]([NH:16][C:17]1[CH:22]=[CH:21][C:20]([O:23][C:24]2[CH:29]=[CH:28][C:27]([F:30])=[CH:26][CH:25]=2)=[CH:19][CH:18]=1)=[O:15])[C:34]1[CH:39]=[CH:38][CH:37]=[CH:36][CH:35]=1.